The task is: Predict the reactants needed to synthesize the given product.. This data is from Full USPTO retrosynthesis dataset with 1.9M reactions from patents (1976-2016). (1) The reactants are: [CH3:1][C:2]1[C:3]2[CH:4]=[C:5]([OH:35])[CH:6]=[CH:7][C:8]=2[N:9]([CH2:18][C:19]2[CH:20]=[CH:21][C:22]([O:25][CH2:26][CH2:27][N:28]3[CH2:34][CH2:33][CH2:32][CH2:31][CH2:30][CH2:29]3)=[CH:23][CH:24]=2)[C:10]=1[C:11]1[CH:12]=[CH:13][C:14]([OH:17])=[CH:15][CH:16]=1.[C:36]([O:40]C)([CH3:39])(C)C. Given the product [CH3:1][C:2]1[C:3]2[CH:4]=[C:5]([OH:35])[CH:6]=[CH:7][C:8]=2[N:9]([CH2:18][C:19]2[CH:24]=[CH:23][C:22]([O:25][CH2:26][CH2:27][N:28]3[CH2:29][CH2:30][CH2:31][CH2:32][CH2:33][CH2:34]3)=[CH:21][CH:20]=2)[C:10]=1[C:11]1[CH:12]=[CH:13][C:14]([OH:17])=[CH:15][CH:16]=1.[CH3:39][C:36]([OH:40])=[O:17], predict the reactants needed to synthesize it. (2) The reactants are: [CH2:1]([N:8]([CH2:21][C:22]1[CH:27]=[CH:26][C:25]([O:28][C:29]2[CH:34]=[CH:33][CH:32]=[C:31]([O:35][CH2:36][CH2:37][CH2:38]Br)[CH:30]=2)=[CH:24][CH:23]=1)[C:9]1[C:10]([CH3:20])=[C:11]([NH:15][S:16]([CH3:19])(=[O:18])=[O:17])[CH:12]=[CH:13][CH:14]=1)[C:2]1[CH:7]=[CH:6][CH:5]=[CH:4][CH:3]=1.[NH:40]1[CH2:45][CH2:44][O:43][CH2:42][CH2:41]1. Given the product [CH2:1]([N:8]([CH2:21][C:22]1[CH:27]=[CH:26][C:25]([O:28][C:29]2[CH:34]=[CH:33][CH:32]=[C:31]([O:35][CH2:36][CH2:37][CH2:38][N:40]3[CH2:45][CH2:44][O:43][CH2:42][CH2:41]3)[CH:30]=2)=[CH:24][CH:23]=1)[C:9]1[C:10]([CH3:20])=[C:11]([NH:15][S:16]([CH3:19])(=[O:18])=[O:17])[CH:12]=[CH:13][CH:14]=1)[C:2]1[CH:7]=[CH:6][CH:5]=[CH:4][CH:3]=1, predict the reactants needed to synthesize it. (3) Given the product [CH2:34]([O:33][C:31](=[O:32])[CH2:30][O:26][C:23]1[CH:24]=[CH:25][C:20]([C:16]2[CH:15]=[C:14]([Cl:27])[C:13]([CH2:12][CH:9]3[CH2:10][CH2:11][N:7]([CH:1]4[CH2:6][CH2:5][CH2:4][CH2:3][CH2:2]4)[C:8]3=[O:28])=[C:18]([Cl:19])[CH:17]=2)=[CH:21][CH:22]=1)[CH3:35], predict the reactants needed to synthesize it. The reactants are: [CH:1]1([N:7]2[CH2:11][CH2:10][CH:9]([CH2:12][C:13]3[C:18]([Cl:19])=[CH:17][C:16]([C:20]4[CH:25]=[CH:24][C:23]([OH:26])=[CH:22][CH:21]=4)=[CH:15][C:14]=3[Cl:27])[C:8]2=[O:28])[CH2:6][CH2:5][CH2:4][CH2:3][CH2:2]1.Br[CH2:30][C:31]([O:33][CH2:34][CH3:35])=[O:32].[Na+].ClC1C=C(C2C=CC(C([O-])=O)=CC=2)C=CC=1CC1CCN(C2CCCCC2)C1=O.